From a dataset of Forward reaction prediction with 1.9M reactions from USPTO patents (1976-2016). Predict the product of the given reaction. Given the reactants [C:1]([O:5][C:6]([NH:8][CH2:9][C:10]1[CH:15]=[CH:14][C:13]([N:16]2[C:22]3[CH:23]=[CH:24][CH:25]=[CH:26][C:21]=3[N:20]([CH2:27][C:28]3[CH:33]=[CH:32][C:31]([N+:34]([O-])=O)=[CH:30][CH:29]=3)[C:19](=[O:37])[CH2:18][C:17]2=[O:38])=[CH:12][CH:11]=1)=[O:7])([CH3:4])([CH3:3])[CH3:2], predict the reaction product. The product is: [NH2:34][C:31]1[CH:30]=[CH:29][C:28]([CH2:27][N:20]2[C:21]3[CH:26]=[CH:25][CH:24]=[CH:23][C:22]=3[N:16]([C:13]3[CH:14]=[CH:15][C:10]([CH2:9][NH:8][C:6]([O:5][C:1]([CH3:4])([CH3:2])[CH3:3])=[O:7])=[CH:11][CH:12]=3)[C:17](=[O:38])[CH2:18][C:19]2=[O:37])=[CH:33][CH:32]=1.